This data is from Catalyst prediction with 721,799 reactions and 888 catalyst types from USPTO. The task is: Predict which catalyst facilitates the given reaction. (1) Reactant: [Cl:1][C:2]1[CH:3]=[C:4]([CH2:9][CH2:10][CH2:11][C:12]2[CH:17]=[CH:16][C:15]([NH2:18])=[CH:14][CH:13]=2)[CH:5]=[CH:6][C:7]=1[Cl:8].[CH3:19][O:20][C:21](=[O:34])[C:22]1[CH:27]=[C:26]([N+:28]([O-:30])=[O:29])[C:25]([O:31][CH3:32])=[CH:24][C:23]=1F.CCN(CC)CC. Product: [CH3:19][O:20][C:21](=[O:34])[C:22]1[CH:27]=[C:26]([N+:28]([O-:30])=[O:29])[C:25]([O:31][CH3:32])=[CH:24][C:23]=1[NH:18][C:15]1[CH:14]=[CH:13][C:12]([CH2:11][CH2:10][CH2:9][C:4]2[CH:5]=[CH:6][C:7]([Cl:8])=[C:2]([Cl:1])[CH:3]=2)=[CH:17][CH:16]=1. The catalyst class is: 496. (2) Reactant: [NH2:1][C:2]1[CH:6]=[CH:5][N:4]([C:7]2[CH:12]=[CH:11][C:10]([O:13][CH3:14])=[CH:9][CH:8]=2)[C:3]=1[C:15]([O:17][CH2:18][CH3:19])=[O:16].[C:20]([CH2:22][C:23](O)=[O:24])#[N:21].C(N(CC)CC)C.C1CCC(N=C=NC2CCCCC2)CC1. Product: [C:20]([CH2:22][C:23]([NH:1][C:2]1[CH:6]=[CH:5][N:4]([C:7]2[CH:8]=[CH:9][C:10]([O:13][CH3:14])=[CH:11][CH:12]=2)[C:3]=1[C:15]([O:17][CH2:18][CH3:19])=[O:16])=[O:24])#[N:21]. The catalyst class is: 10. (3) Reactant: [Cl:1][C:2]1[CH:7]=[C:6]([N:8]=[C:9]=[S:10])[CH:5]=[C:4]([C:11]([F:14])([F:13])[F:12])[C:3]=1[C:15]1[CH:20]=[CH:19][C:18]([C@@H:21]([NH:23][S:24]([CH3:27])(=[O:26])=[O:25])[CH3:22])=[CH:17][CH:16]=1.[N:28]#[C:29][NH2:30].[Na].[CH3:32]I. Product: [Cl:1][C:2]1[CH:7]=[C:6]([N:8]([NH:28][C:29]#[N:30])[CH2:9][S:10][CH3:32])[CH:5]=[C:4]([C:11]([F:13])([F:14])[F:12])[C:3]=1[C:15]1[CH:16]=[CH:17][C:18]([C@@H:21]([NH:23][S:24]([CH3:27])(=[O:25])=[O:26])[CH3:22])=[CH:19][CH:20]=1. The catalyst class is: 5.